From a dataset of Catalyst prediction with 721,799 reactions and 888 catalyst types from USPTO. Predict which catalyst facilitates the given reaction. (1) Reactant: [CH2:1]([O:8][C:9](=[O:14])[C@H:10]([CH2:12][OH:13])[NH2:11])[C:2]1[CH:7]=[CH:6][CH:5]=[CH:4][CH:3]=1.[C:15]([O:25][C@H:26]([CH2:31][CH2:32][CH2:33][CH2:34][CH2:35][CH2:36][CH2:37][CH2:38][CH2:39][CH2:40][CH3:41])[CH2:27][C:28](O)=[O:29])(=[O:24])[CH2:16][CH2:17][CH2:18][CH2:19][CH2:20][CH2:21][CH2:22][CH3:23].C(Cl)CCl.CI. Product: [CH2:1]([O:8][C:9](=[O:14])[C@H:10]([CH2:12][OH:13])[NH:11][C:28](=[O:29])[CH2:27][C@H:26]([O:25][C:15](=[O:24])[CH2:16][CH2:17][CH2:18][CH2:19][CH2:20][CH2:21][CH2:22][CH3:23])[CH2:31][CH2:32][CH2:33][CH2:34][CH2:35][CH2:36][CH2:37][CH2:38][CH2:39][CH2:40][CH3:41])[C:2]1[CH:7]=[CH:6][CH:5]=[CH:4][CH:3]=1. The catalyst class is: 2. (2) Reactant: [F:1][C:2]1[CH:3]=[C:4]([CH:18]=[CH:19][CH:20]=1)[CH2:5][O:6][C:7]1[CH:8]=[C:9]2[C:14](=[CH:15][CH:16]=1)[C:13](=[O:17])[NH:12][CH2:11][CH2:10]2.[H-].[Na+].[CH2:23]([O:25][C:26](=[O:30])[CH:27](Br)[CH3:28])[CH3:24].O. Product: [CH2:23]([O:25][C:26](=[O:30])[CH:27]([N:12]1[CH2:11][CH2:10][C:9]2[C:14](=[CH:15][CH:16]=[C:7]([O:6][CH2:5][C:4]3[CH:18]=[CH:19][CH:20]=[C:2]([F:1])[CH:3]=3)[CH:8]=2)[C:13]1=[O:17])[CH3:28])[CH3:24]. The catalyst class is: 3. (3) Reactant: [CH2:1]([O:3][C:4](=[O:14])[NH:5][C:6]1[CH:11]=[CH:10][C:9]([CH:12]=[O:13])=[CH:8][CH:7]=1)[CH3:2].[N+:15]([O-])([O-:17])=[O:16].[Na+]. Product: [CH2:1]([O:3][C:4](=[O:14])[NH:5][C:6]1[CH:11]=[CH:10][C:9]([CH:12]=[O:13])=[CH:8][C:7]=1[N+:15]([O-:17])=[O:16])[CH3:2]. The catalyst class is: 65. (4) Reactant: [C:1]([O:9][C@@H:10]1[CH2:15][O:14][C:12](=[O:13])[CH2:11]1)(=[O:8])[C:2]1[CH:7]=[CH:6][CH:5]=[CH:4][CH:3]=1.[H-].C([Al+]C(C)C)(C)C. Product: [C:1]([O:9][C@H:10]([CH2:15][OH:14])[CH2:11][CH:12]=[O:13])(=[O:8])[C:2]1[CH:7]=[CH:6][CH:5]=[CH:4][CH:3]=1. The catalyst class is: 182.